From a dataset of Forward reaction prediction with 1.9M reactions from USPTO patents (1976-2016). Predict the product of the given reaction. (1) Given the reactants [C:1]1([NH:7][CH2:8][C:9]([OH:11])=O)[CH:6]=[CH:5][CH:4]=[CH:3][CH:2]=1.CN(C(ON1N=NC2C=CC=NC1=2)=[N+](C)C)C.F[P-](F)(F)(F)(F)F.CCN(CC)CC.[CH2:43]([NH:50][CH:51]1[CH2:56][CH2:55][CH2:54][N:53]([C:57]2[C:58]3[CH:65]=[CH:64][N:63]([S:66]([C:69]4[CH:75]=[CH:74][C:72]([CH3:73])=[CH:71][CH:70]=4)(=[O:68])=[O:67])[C:59]=3[N:60]=[CH:61][N:62]=2)[CH2:52]1)[C:44]1[CH:49]=[CH:48][CH:47]=[CH:46][CH:45]=1, predict the reaction product. The product is: [CH2:43]([N:50]([CH:51]1[CH2:56][CH2:55][CH2:54][N:53]([C:57]2[C:58]3[CH:65]=[CH:64][N:63]([S:66]([C:69]4[CH:70]=[CH:71][C:72]([CH3:73])=[CH:74][CH:75]=4)(=[O:68])=[O:67])[C:59]=3[N:60]=[CH:61][N:62]=2)[CH2:52]1)[C:9](=[O:11])[CH2:8][NH:7][C:1]1[CH:2]=[CH:3][CH:4]=[CH:5][CH:6]=1)[C:44]1[CH:45]=[CH:46][CH:47]=[CH:48][CH:49]=1. (2) The product is: [NH2:7][CH2:8][CH2:9][C:10]([NH:11][CH2:12][CH2:13][F:14])=[O:15].[F:17][C:18]([F:23])([F:22])[C:19]([O-:21])=[O:20]. Given the reactants C(OC(=O)[NH:7][CH2:8][CH2:9][C:10](=[O:15])[NH:11][CH2:12][CH2:13][F:14])(C)(C)C.[F:17][C:18]([F:23])([F:22])[C:19]([OH:21])=[O:20], predict the reaction product. (3) Given the reactants [CH2:1]([C:3]1[CH:11]=[CH:10][C:9]2[NH:8][C:7]3[CH2:12][CH2:13][N:14]([CH3:16])[CH2:15][C:6]=3[C:5]=2[CH:4]=1)[CH3:2].[OH-].[K+].[F:19][C:20]([F:30])([F:29])[C:21]1[CH:26]=[CH:25][C:24]([CH:27]=[CH2:28])=[CH:23][N:22]=1, predict the reaction product. The product is: [CH2:1]([C:3]1[CH:11]=[CH:10][C:9]2[N:8]([CH2:28][CH2:27][C:24]3[CH:23]=[N:22][C:21]([C:20]([F:30])([F:19])[F:29])=[CH:26][CH:25]=3)[C:7]3[CH2:12][CH2:13][N:14]([CH3:16])[CH2:15][C:6]=3[C:5]=2[CH:4]=1)[CH3:2]. (4) Given the reactants [CH:1]1([CH2:7][CH2:8][C:9]([C:11]2[CH:16]=[C:15]([C:17]([CH3:20])([CH3:19])[CH3:18])[CH:14]=[C:13]([C:21]([CH3:24])([CH3:23])[CH3:22])[CH:12]=2)=[O:10])[CH2:6][CH2:5][CH2:4][CH2:3][CH2:2]1.[Br:25]Br.[O-]S([O-])=O.[Na+].[Na+], predict the reaction product. The product is: [Br:25][CH:8]([CH2:7][CH:1]1[CH2:2][CH2:3][CH2:4][CH2:5][CH2:6]1)[C:9]([C:11]1[CH:16]=[C:15]([C:17]([CH3:18])([CH3:20])[CH3:19])[CH:14]=[C:13]([C:21]([CH3:24])([CH3:23])[CH3:22])[CH:12]=1)=[O:10]. (5) Given the reactants [C:1]([O:5][C:6]([NH:8][C@@H:9]1[CH2:14][CH2:13][CH2:12][CH2:11][C@H:10]1[O:15]CC1C=CC=CC=1)=[O:7])([CH3:4])([CH3:3])[CH3:2], predict the reaction product. The product is: [C:1]([O:5][C:6]([NH:8][C@@H:9]1[CH2:14][CH2:13][CH2:12][CH2:11][C@H:10]1[OH:15])=[O:7])([CH3:4])([CH3:2])[CH3:3]. (6) Given the reactants [C:1]([Cl:4])(=O)[CH3:2].[OH:5][C@H:6]1[CH2:10][CH2:9][NH:8][C@@H:7]1[C:11]([OH:13])=[O:12], predict the reaction product. The product is: [ClH:4].[OH:5][C@H:6]1[CH2:10][CH2:9][NH:8][C@@H:7]1[C:11]([O:13][CH2:1][CH3:2])=[O:12]. (7) Given the reactants [N+:1]([C:4]1[N:5]=[CH:6][N:7]([CH:9]2[CH2:12][CH:11]([OH:13])[CH2:10]2)[CH:8]=1)([O-:3])=[O:2].CCN(CC)CC.[C:21]1([CH3:31])[CH:26]=[CH:25][C:24]([S:27](Cl)(=[O:29])=[O:28])=[CH:23][CH:22]=1, predict the reaction product. The product is: [N+:1]([C:4]1[N:5]=[CH:6][N:7]([C@H:9]2[CH2:10][C@H:11]([O:13][S:27]([C:24]3[CH:25]=[CH:26][C:21]([CH3:31])=[CH:22][CH:23]=3)(=[O:29])=[O:28])[CH2:12]2)[CH:8]=1)([O-:3])=[O:2]. (8) Given the reactants [CH3:1][O:2][C:3]([C:5]1[C:15]2[O:14][CH2:13][CH2:12][CH2:11][O:10][C:9]=2[CH:8]=[C:7]([NH2:16])[CH:6]=1)=[O:4].[Cl:17][C:18]1[CH:19]=[C:20]2[C:24](=[CH:25][CH:26]=1)[NH:23][C:22]([C:27](O)=[O:28])=[CH:21]2.F[P-](F)(F)(F)(F)F.N1(O[P+](N(C)C)(N(C)C)N(C)C)C2C=CC=CC=2N=N1.CN(C=O)C, predict the reaction product. The product is: [CH3:1][O:2][C:3]([C:5]1[C:15]2[O:14][CH2:13][CH2:12][CH2:11][O:10][C:9]=2[CH:8]=[C:7]([NH:16][C:27]([C:22]2[NH:23][C:24]3[C:20]([CH:21]=2)=[CH:19][C:18]([Cl:17])=[CH:26][CH:25]=3)=[O:28])[CH:6]=1)=[O:4]. (9) Given the reactants C(C1[CH:4]=[CH:5][C:6]([NH:9][C:10]([C:12]2(O)[CH2:17][CH2:16][N:15]([C:18]([O:20][C:21]([CH3:24])([CH3:23])[CH3:22])=[O:19])[CH2:14][CH2:13]2)=[O:11])=NC=1)#N.C(OC(N1CCC(C(O)=O)CC1)=O)(C)(C)C.[S:42]1C(N)=CC=[N:43]1, predict the reaction product. The product is: [S:42]1[C:6]([NH:9][C:10]([CH:12]2[CH2:17][CH2:16][N:15]([C:18]([O:20][C:21]([CH3:24])([CH3:23])[CH3:22])=[O:19])[CH2:14][CH2:13]2)=[O:11])=[CH:5][CH:4]=[N:43]1. (10) Given the reactants [C:1]1([CH3:11])[CH:6]=[CH:5][CH:4]=[CH:3][C:2]=1[CH2:7][C:8](O)=O.[CH:12]1([NH2:15])[CH2:14][CH2:13]1, predict the reaction product. The product is: [CH:12]1([NH:15][CH2:8][CH2:7][C:2]2[CH:3]=[CH:4][CH:5]=[CH:6][C:1]=2[CH3:11])[CH2:14][CH2:13]1.